From a dataset of Reaction yield outcomes from USPTO patents with 853,638 reactions. Predict the reaction yield, written as a fraction of the theoretical maximum amount of product (1.0 means a 100% yield; for example, 0.34 means a 34% yield). (1) The reactants are [Cl:1][C:2]1[C:3]2[N:4]([CH:12]=[C:13]([C:15]([OH:17])=O)[N:14]=2)[CH:5]=[C:6]([C:8]([F:11])([F:10])[F:9])[CH:7]=1.CCN=C=NCCCN(C)C.C1C=CC2N(O)N=NC=2C=1.[Cl:39][C:40]1[C:41]([C:65](=[N:67]O)[NH2:66])=[CH:42][C:43]([F:64])=[C:44]([CH:63]=1)[CH2:45][CH2:46][C:47]1([NH:55][C:56](=[O:62])[O:57][C:58]([CH3:61])([CH3:60])[CH3:59])[CH2:52][O:51][C:50]([CH3:54])([CH3:53])[O:49][CH2:48]1. The catalyst is CN(C=O)C. The product is [Cl:39][C:40]1[C:41]([C:65]2[N:67]=[C:15]([C:13]3[N:14]=[C:3]4[C:2]([Cl:1])=[CH:7][C:6]([C:8]([F:9])([F:10])[F:11])=[CH:5][N:4]4[CH:12]=3)[O:17][N:66]=2)=[CH:42][C:43]([F:64])=[C:44]([CH:63]=1)[CH2:45][CH2:46][C:47]1([NH:55][C:56](=[O:62])[O:57][C:58]([CH3:59])([CH3:60])[CH3:61])[CH2:48][O:49][C:50]([CH3:54])([CH3:53])[O:51][CH2:52]1. The yield is 0.360. (2) The reactants are Br[C:2]1[CH:3]=[C:4]([NH:9][C:10](=[O:16])[O:11][C:12]([CH3:15])([CH3:14])[CH3:13])[CH:5]=[C:6]([CH3:8])[CH:7]=1.[B:17]1([B:17]2[O:21][C:20]([CH3:23])([CH3:22])[C:19]([CH3:25])([CH3:24])[O:18]2)[O:21][C:20]([CH3:23])([CH3:22])[C:19]([CH3:25])([CH3:24])[O:18]1.CC([O-])=O.[K+]. The catalyst is CN(C=O)C.C1C=CC(P(C2C=CC=CC=2)[C-]2C=CC=C2)=CC=1.C1C=CC(P(C2C=CC=CC=2)[C-]2C=CC=C2)=CC=1.Cl[Pd]Cl.[Fe+2]. The product is [CH3:8][C:6]1[CH:5]=[C:4]([NH:9][C:10](=[O:16])[O:11][C:12]([CH3:15])([CH3:14])[CH3:13])[CH:3]=[C:2]([B:17]2[O:21][C:20]([CH3:23])([CH3:22])[C:19]([CH3:25])([CH3:24])[O:18]2)[CH:7]=1. The yield is 0.890. (3) The catalyst is O1CCOCC1. The product is [CH3:12][O:11][C:4]1[CH:3]=[C:2]([C:16]2[CH:17]=[CH:18][N:13]=[CH:14][CH:15]=2)[CH:7]=[CH:6][C:5]=1[N+:8]([O-:10])=[O:9]. The reactants are Cl[C:2]1[CH:7]=[CH:6][C:5]([N+:8]([O-:10])=[O:9])=[C:4]([O:11][CH3:12])[CH:3]=1.[N:13]1[CH:18]=[CH:17][CH:16]=[C:15](B(O)O)[CH:14]=1.C([O-])([O-])=O.[Na+].[Na+]. The yield is 0.660. (4) The reactants are C([Li])CCC.[CH3:6][N:7]1[CH:11]=[CH:10][CH:9]=[N:8]1.[CH:12](=[O:19])[C:13]1[CH:18]=[CH:17][CH:16]=[CH:15][CH:14]=1.[Cl-].[NH4+]. The catalyst is O1CCCC1.C(OCC)(=O)C. The product is [CH3:6][N:7]1[C:11]([CH:12]([C:13]2[CH:18]=[CH:17][CH:16]=[CH:15][CH:14]=2)[OH:19])=[CH:10][CH:9]=[N:8]1. The yield is 0.880. (5) The reactants are [N:1]1([CH2:7][C:8]2[CH:13]=[CH:12][C:11]([C:14]3[CH:30]=[N:29][C:17]4[NH:18][C:19]5[CH:24]=[N:23][C:22]([C:25]([NH:27][NH2:28])=[O:26])=[CH:21][C:20]=5[C:16]=4[CH:15]=3)=[CH:10][CH:9]=2)[CH2:6][CH2:5][CH2:4][CH2:3][CH2:2]1.[CH3:31]OC(OC)OC.C(=O)(O)[O-].[Na+]. The catalyst is CN(C=O)C.C(O)(=O)C. The product is [O:26]1[CH:31]=[N:28][N:27]=[C:25]1[C:22]1[N:23]=[CH:24][C:19]2[NH:18][C:17]3[N:29]=[CH:30][C:14]([C:11]4[CH:12]=[CH:13][C:8]([CH2:7][N:1]5[CH2:2][CH2:3][CH2:4][CH2:5][CH2:6]5)=[CH:9][CH:10]=4)=[CH:15][C:16]=3[C:20]=2[CH:21]=1. The yield is 0.270. (6) The reactants are [C:1]1([NH:7][C:8]([C:10]2[CH:15]=[C:14]([N:16]3[CH2:20][CH2:19][CH:18]([OH:21])[CH2:17]3)[CH:13]=[CH:12][N:11]=2)=[O:9])[CH:6]=[CH:5][CH:4]=[CH:3][CH:2]=1.C(N(C(C)C)CC)(C)C.Cl.C(Cl)(Cl)Cl. The catalyst is ClCCl.CS(C)=O. The product is [C:1]1([NH:7][C:8]([C:10]2[CH:15]=[C:14]([N:16]3[CH2:20][CH2:19][C:18](=[O:21])[CH2:17]3)[CH:13]=[CH:12][N:11]=2)=[O:9])[CH:2]=[CH:3][CH:4]=[CH:5][CH:6]=1. The yield is 0.500. (7) The reactants are [Cl:1][C:2]1[CH:3]=[C:4]2[C:9](=[C:10]([Cl:12])[CH:11]=1)[CH2:8][N:7]([CH3:13])[CH2:6][CH:5]2[C:14]1[CH:15]=[C:16]([S:20]([N:23]([CH2:30][P:31](=[O:34])([OH:33])[OH:32])[CH2:24][C:25]([O:27]CC)=[O:26])(=[O:22])=[O:21])[CH:17]=[CH:18][CH:19]=1.[OH-].[Li+]. The catalyst is O1CCCC1.O. The product is [Cl:1][C:2]1[CH:3]=[C:4]2[C:9](=[C:10]([Cl:12])[CH:11]=1)[CH2:8][N:7]([CH3:13])[CH2:6][CH:5]2[C:14]1[CH:15]=[C:16]([S:20]([N:23]([CH2:24][C:25]([OH:27])=[O:26])[CH2:30][P:31]([OH:34])([OH:33])=[O:32])(=[O:22])=[O:21])[CH:17]=[CH:18][CH:19]=1. The yield is 0.350.